This data is from Reaction yield outcomes from USPTO patents with 853,638 reactions. The task is: Predict the reaction yield, written as a fraction of the theoretical maximum amount of product (1.0 means a 100% yield; for example, 0.34 means a 34% yield). (1) The reactants are [CH2:1]([O:19][CH:20]([CH2:64][O:65][CH2:66][CH2:67][CH2:68][CH2:69][CH2:70][CH2:71][CH2:72][CH2:73][CH2:74][CH2:75][CH2:76][CH2:77][CH2:78][CH2:79][CH2:80][CH2:81][CH2:82][CH3:83])[CH2:21][O:22][C:23](=[O:63])[NH:24][CH2:25][CH2:26][CH2:27][CH2:28][CH2:29][C:30]([N:32]1[CH2:36][CH:35]([OH:37])[CH2:34][CH:33]1[CH:38]([C:57]1[CH:62]=[CH:61][CH:60]=[CH:59][CH:58]=1)[O:39][CH:40]([C:49]1[CH:54]=[CH:53][C:52]([O:55][CH3:56])=[CH:51][CH:50]=1)[C:41]1[CH:46]=[CH:45][C:44]([O:47][CH3:48])=[CH:43][CH:42]=1)=[O:31])[CH2:2][CH2:3][CH2:4][CH2:5][CH2:6][CH2:7][CH2:8][CH2:9][CH2:10][CH2:11][CH2:12][CH2:13][CH2:14][CH2:15][CH2:16][CH2:17][CH3:18].[C:84]1(=[O:90])[O:89][C:87](=[O:88])[CH2:86][CH2:85]1.C(N(CC)CC)C. The catalyst is CN(C1C=CN=CC=1)C.ClCCl. The product is [CH3:48][O:47][C:44]1[CH:43]=[CH:42][C:41]([CH:40]([C:49]2[CH:50]=[CH:51][C:52]([O:55][CH3:56])=[CH:53][CH:54]=2)[O:39][CH:38]([C:57]2[CH:62]=[CH:61][CH:60]=[CH:59][CH:58]=2)[CH:33]2[N:32]([C:30](=[O:31])[CH2:29][CH2:28][CH2:27][CH2:26][CH2:25][NH:24][C:23]([O:22][CH2:21][CH:20]([O:19][CH2:1][CH2:2][CH2:3][CH2:4][CH2:5][CH2:6][CH2:7][CH2:8][CH2:9][CH2:10][CH2:11][CH2:12][CH2:13][CH2:14][CH2:15][CH2:16][CH2:17][CH3:18])[CH2:64][O:65][CH2:66][CH2:67][CH2:68][CH2:69][CH2:70][CH2:71][CH2:72][CH2:73][CH2:74][CH2:75][CH2:76][CH2:77][CH2:78][CH2:79][CH2:80][CH2:81][CH2:82][CH3:83])=[O:63])[CH2:36][CH:35]([O:37][C:84](=[O:90])[CH2:85][CH2:86][C:87]([OH:89])=[O:88])[CH2:34]2)=[CH:46][CH:45]=1. The yield is 0.470. (2) The reactants are [OH-].[K+].C([NH:6][CH2:7][CH2:8][C:9]1[N:10]([CH:31]([C:38]2[CH:43]=[CH:42][CH:41]=[CH:40][CH:39]=2)[C:32]2[CH:37]=[CH:36][CH:35]=[CH:34][CH:33]=2)[C:11]2[C:16]([C:17]=1[CH2:18][CH2:19][O:20][C:21]1[CH:29]=[CH:28][C:24]([C:25]([OH:27])=[O:26])=[CH:23][CH:22]=1)=[CH:15][C:14]([Cl:30])=[CH:13][CH:12]=2)(=O)C.Cl. The catalyst is O.CO. The product is [NH2:6][CH2:7][CH2:8][C:9]1[N:10]([CH:31]([C:38]2[CH:39]=[CH:40][CH:41]=[CH:42][CH:43]=2)[C:32]2[CH:33]=[CH:34][CH:35]=[CH:36][CH:37]=2)[C:11]2[C:16]([C:17]=1[CH2:18][CH2:19][O:20][C:21]1[CH:22]=[CH:23][C:24]([C:25]([OH:27])=[O:26])=[CH:28][CH:29]=1)=[CH:15][C:14]([Cl:30])=[CH:13][CH:12]=2. The yield is 0.965.